Dataset: Forward reaction prediction with 1.9M reactions from USPTO patents (1976-2016). Task: Predict the product of the given reaction. (1) Given the reactants [CH3:1][O:2][C:3]12[CH2:9][C:6]([C:10]([OH:12])=O)([CH2:7][CH2:8]1)[CH2:5][CH2:4]2.C(Cl)(=O)C(Cl)=O.[F:19][C:20]1[CH:21]=[C:22]([Mg]Br)[CH:23]=[C:24]([F:26])[CH:25]=1.Cl, predict the reaction product. The product is: [F:19][C:20]1[CH:21]=[C:22]([C:10]([C:6]23[CH2:9][C:3]([O:2][CH3:1])([CH2:4][CH2:5]2)[CH2:8][CH2:7]3)=[O:12])[CH:23]=[C:24]([F:26])[CH:25]=1. (2) Given the reactants [C:1]([N:9]=[C:10]=[S:11])(=[O:8])[C:2]1[CH:7]=[CH:6][CH:5]=[CH:4][CH:3]=1.[CH2:12]([O:19][C:20]1[C:21]([NH2:34])=[N:22][CH:23]=[C:24]([O:26][C:27]2[CH:32]=[CH:31][CH:30]=[CH:29][C:28]=2[Cl:33])[CH:25]=1)[C:13]1[CH:18]=[CH:17][CH:16]=[CH:15][CH:14]=1, predict the reaction product. The product is: [C:1]([NH:9][C:10]([NH:34][C:21]1[C:20]([O:19][CH2:12][C:13]2[CH:14]=[CH:15][CH:16]=[CH:17][CH:18]=2)=[CH:25][C:24]([O:26][C:27]2[CH:32]=[CH:31][CH:30]=[CH:29][C:28]=2[Cl:33])=[CH:23][N:22]=1)=[S:11])(=[O:8])[C:2]1[CH:7]=[CH:6][CH:5]=[CH:4][CH:3]=1. (3) Given the reactants [Cl:1][C:2]1[CH:24]=[CH:23][C:5]([CH2:6][CH:7]2[CH2:12][CH:11]([C:13]3[O:17][NH:16][C:15](=[O:18])[CH:14]=3)[CH2:10][CH2:9][N:8]2C(OC)=O)=[CH:4][CH:3]=1, predict the reaction product. The product is: [Cl:1][C:2]1[CH:24]=[CH:23][C:5]([CH2:6][C@H:7]2[CH2:12][C@H:11]([C:13]3[O:17][NH:16][C:15](=[O:18])[CH:14]=3)[CH2:10][CH2:9][NH:8]2)=[CH:4][CH:3]=1. (4) Given the reactants [Cl:1][C:2]1([Cl:13])[CH2:4][C:3]1([C:6]1[CH:11]=[CH:10][C:9]([NH2:12])=[CH:8][CH:7]=1)[CH3:5].CCC[C@@](O)([C@@H]1[C@@]2(OC)[C@@H:25]3[O:42]C4=C(OC(C)=O)C=CC5=C4[C@:26]43[CH2:27][CH2:28][N:29]([CH3:43])[CH:30](C5)[C@@:21]4(C=C2)C1)C.[ClH:47], predict the reaction product. The product is: [Cl:1][C:2]1([Cl:13])[CH2:4][C:3]1([C:6]1[CH:11]=[CH:10][C:9]([NH:12][C:25]([C:26]2[CH2:21][CH2:30][N:29]([C:43]3[C:6]([Cl:47])=[CH:7][CH:8]=[CH:9][N:12]=3)[CH2:28][CH:27]=2)=[O:42])=[CH:8][CH:7]=1)[CH3:5].